From a dataset of Full USPTO retrosynthesis dataset with 1.9M reactions from patents (1976-2016). Predict the reactants needed to synthesize the given product. (1) The reactants are: [C:1]([NH:4][C:5](=O)[CH2:6][C:7]([C:18]1[CH:23]=[CH:22][C:21]([CH2:24][CH2:25][CH2:26][CH2:27][CH2:28][CH2:29][CH2:30][CH3:31])=[CH:20][CH:19]=1)(C(OCC)=O)C(OCC)=O)(=[O:3])[CH3:2].[BH4-].[Na+].[C:35]([O:38][CH2:39]C)(=[O:37])[CH3:36]. Given the product [C:35]([O:38][CH2:39][C:5]([NH:4][C:1](=[O:3])[CH3:2])([CH2:39][O:38][C:35](=[O:37])[CH3:36])[CH2:6][CH2:7][C:18]1[CH:19]=[CH:20][C:21]([CH2:24][CH2:25][CH2:26][CH2:27][CH2:28][CH2:29][CH2:30][CH3:31])=[CH:22][CH:23]=1)(=[O:37])[CH3:36], predict the reactants needed to synthesize it. (2) Given the product [Cl:15][C:9]1[CH:8]=[C:7]([B:20]([OH:21])[OH:19])[CH:12]=[CH:11][C:10]=1[S:13][CH3:14], predict the reactants needed to synthesize it. The reactants are: C([Li])CCC.Br[C:7]1[CH:12]=[CH:11][C:10]([S:13][CH3:14])=[C:9]([Cl:15])[CH:8]=1.C([O:19][B:20](OC(C)C)[O:21]C(C)C)(C)C.Cl. (3) Given the product [NH2:1][CH2:4][C:5]1[C:14]2[C:9](=[CH:10][C:11]([O:15][CH2:16][C:17]3[CH:22]=[CH:21][CH:20]=[C:19]([Cl:23])[CH:18]=3)=[CH:12][CH:13]=2)[O:8][C:7](=[O:24])[CH:6]=1, predict the reactants needed to synthesize it. The reactants are: [N:1]([CH2:4][C:5]1[C:14]2[C:9](=[CH:10][C:11]([O:15][CH2:16][C:17]3[CH:22]=[CH:21][CH:20]=[C:19]([Cl:23])[CH:18]=3)=[CH:12][CH:13]=2)[O:8][C:7](=[O:24])[CH:6]=1)=[N+]=[N-]. (4) Given the product [CH2:7]([C:11]1[NH:12][C:5]([CH2:4][OH:6])=[C:14]([C:16]2[CH:21]=[CH:20][C:19]([F:22])=[CH:18][CH:17]=2)[N:15]=1)[CH2:8][CH2:9][CH3:10], predict the reactants needed to synthesize it. The reactants are: C=O.C[CH:4]([OH:6])[CH3:5].[CH2:7]([C:11]1[NH:12]C=[C:14]([C:16]2[CH:21]=[CH:20][C:19]([F:22])=[CH:18][CH:17]=2)[N:15]=1)[CH2:8][CH2:9][CH3:10].C(=O)([O-])[O-].[K+].[K+].